Predict the reaction yield, written as a fraction of the theoretical maximum amount of product (1.0 means a 100% yield; for example, 0.34 means a 34% yield). From a dataset of Reaction yield outcomes from USPTO patents with 853,638 reactions. (1) The reactants are [Cl:1][C:2]1[CH:7]=[CH:6][C:5]([OH:8])=[C:4]([O:9][CH3:10])[CH:3]=1.[CH:11]1[CH:16]=[CH:15][C:14]([C@@H:17]2[O:19][C@H:18]2[CH2:20][OH:21])=[CH:13][CH:12]=1. The yield is 0.610. The product is [Cl:1][C:2]1[CH:7]=[CH:6][C:5]([O:8][C@H:17]([C:14]2[CH:15]=[CH:16][CH:11]=[CH:12][CH:13]=2)[C@@H:18]([OH:19])[CH2:20][OH:21])=[C:4]([O:9][CH3:10])[CH:3]=1. The catalyst is [Cl-].C([N+](CCCC)(CCCC)C)CCC.[OH-].[Na+].ClCCl. (2) The reactants are Br[C:2]1[C:3]2[CH:12]=[C:11]([CH3:13])[O:10][C:4]=2[C:5](=[O:9])[N:6]([CH3:8])[CH:7]=1.[F:14][C:15]1[CH:42]=[C:41]([F:43])[CH:40]=[CH:39][C:16]=1[O:17][C:18]1[CH:23]=[CH:22][C:21]([NH:24][S:25]([CH2:28][CH3:29])(=[O:27])=[O:26])=[CH:20][C:19]=1B1OC(C)(C)C(C)(C)O1.[O-]P([O-])([O-])=O.[K+].[K+].[K+]. The catalyst is O1CCOCC1.O.C1C=CC(P(C2C=CC=CC=2)[C-]2C=CC=C2)=CC=1.C1C=CC(P(C2C=CC=CC=2)[C-]2C=CC=C2)=CC=1.Cl[Pd]Cl.[Fe+2]. The product is [F:14][C:15]1[CH:42]=[C:41]([F:43])[CH:40]=[CH:39][C:16]=1[O:17][C:18]1[CH:19]=[CH:20][C:21]([NH:24][S:25]([CH2:28][CH3:29])(=[O:26])=[O:27])=[CH:22][C:23]=1[C:2]1[C:3]2[CH:12]=[C:11]([CH3:13])[O:10][C:4]=2[C:5](=[O:9])[N:6]([CH3:8])[CH:7]=1. The yield is 0.120. (3) The yield is 0.950. The catalyst is C(OCC)C. The reactants are [O:1]1[CH2:3][CH:2]1[C:4]1[CH:13]=[CH:12][C:7]2[O:8][CH2:9][CH2:10][O:11][C:6]=2[CH:5]=1.B(F)(F)F.CCOCC. The product is [O:8]1[C:7]2[CH:12]=[CH:13][C:4]([CH2:2][CH:3]=[O:1])=[CH:5][C:6]=2[O:11][CH2:10][CH2:9]1. (4) The reactants are [NH2:1][C:2]1[S:10][C:5]2=[N:6][CH:7]=[CH:8][CH:9]=[C:4]2[C:3]=1[C:11]([N:13]1[CH2:18][CH2:17][CH:16]([N:19]2[CH2:33][CH2:32][CH2:31][C:21]3([S:25][C:24](=[O:26])[N:23]([CH:27]([CH3:29])[CH3:28])[C:22]3=[O:30])[CH2:20]2)[CH2:15][CH2:14]1)=[O:12].ClC(Cl)(Cl)[C:36]([N:38]=C=O)=[O:37].N.CO. The catalyst is C1COCC1.C(OCC)(=O)C. The product is [CH:27]([N:23]1[C:22](=[O:30])[C:21]2([CH2:31][CH2:32][CH2:33][N:19]([CH:16]3[CH2:15][CH2:14][N:13]([C:11]([C:3]4[C:4]5[C:5](=[N:6][CH:7]=[CH:8][CH:9]=5)[S:10][C:2]=4[NH:1][C:36]([NH2:38])=[O:37])=[O:12])[CH2:18][CH2:17]3)[CH2:20]2)[S:25][C:24]1=[O:26])([CH3:29])[CH3:28]. The yield is 0.810. (5) The reactants are [OH:1][C:2]1[C:9]([CH2:10][CH2:11][CH3:12])=[CH:8][C:7]([N+:13]([O-:15])=[O:14])=[CH:6][C:3]=1[CH:4]=O.C(=O)([O-])[O-].[K+].[K+].Br[CH2:23][C:24]([O:26][CH2:27][CH3:28])=[O:25].O. The catalyst is CN(C)C=O. The product is [N+:13]([C:7]1[CH:8]=[C:9]([CH2:10][CH2:11][CH3:12])[C:2]2[O:1][C:23]([C:24]([O:26][CH2:27][CH3:28])=[O:25])=[CH:4][C:3]=2[CH:6]=1)([O-:15])=[O:14]. The yield is 0.363.